Task: Predict the reactants needed to synthesize the given product.. Dataset: Full USPTO retrosynthesis dataset with 1.9M reactions from patents (1976-2016) (1) Given the product [C:21]([O:40][C:1](=[O:19])[CH2:2][CH2:3][CH2:4][CH2:5][CH2:6][CH2:7][CH2:8][CH2:9][CH2:10][CH2:11][CH2:12][CH2:13][CH2:14][CH2:15][CH2:16][CH2:17][CH3:18])(=[O:39])[CH2:22][CH2:23][CH2:24][CH2:25][CH2:26][CH2:27][CH2:28][CH2:29][CH2:30][CH2:31][CH2:32][CH2:33][CH2:34][CH2:35][CH2:36][CH2:37][CH3:38], predict the reactants needed to synthesize it. The reactants are: [C:1](Cl)(=[O:19])[CH2:2][CH2:3][CH2:4][CH2:5][CH2:6][CH2:7][CH2:8][CH2:9][CH2:10][CH2:11][CH2:12][CH2:13][CH2:14][CH2:15][CH2:16][CH2:17][CH3:18].[C:21]([O-:40])(=[O:39])[CH2:22][CH2:23][CH2:24][CH2:25][CH2:26][CH2:27][CH2:28][CH2:29][CH2:30][CH2:31][CH2:32][CH2:33][CH2:34][CH2:35][CH2:36][CH2:37][CH3:38].[Na+]. (2) Given the product [CH3:36][O:37][C:38](=[O:63])[NH:39][CH:40]([C:44]([N:46]1[CH2:50][CH2:49][CH2:48][CH:47]1[C:51]1[NH:52][C:53]([C:56]2[CH:61]=[CH:60][C:59]([C:22]3[CH:23]=[CH:24][C:19]([C:16]4[NH:15][C:14]([C:11]5([NH:10][C:9](=[O:34])[CH:5]([NH:4][C:3]([O:2][CH3:1])=[O:35])[CH:6]([CH3:8])[CH3:7])[CH2:12][CH2:13]5)=[N:18][CH:17]=4)=[CH:20][CH:21]=3)=[CH:58][CH:57]=2)=[CH:54][N:55]=1)=[O:45])[CH:41]([CH3:43])[CH3:42], predict the reactants needed to synthesize it. The reactants are: [CH3:1][O:2][C:3](=[O:35])[NH:4][CH:5]([C:9](=[O:34])[NH:10][C:11]1([C:14]2[NH:15][C:16]([C:19]3[CH:24]=[CH:23][C:22](B4OC(C)(C)C(C)(C)O4)=[CH:21][CH:20]=3)=[CH:17][N:18]=2)[CH2:13][CH2:12]1)[CH:6]([CH3:8])[CH3:7].[CH3:36][O:37][C:38](=[O:63])[NH:39][CH:40]([C:44]([N:46]1[CH2:50][CH2:49][CH2:48][CH:47]1[C:51]1[NH:52][C:53]([C:56]2[CH:61]=[CH:60][C:59](Br)=[CH:58][CH:57]=2)=[CH:54][N:55]=1)=[O:45])[CH:41]([CH3:43])[CH3:42].C([O-])([O-])=O.[K+].[K+]. (3) Given the product [Cl:1][C:2]1[CH:7]=[CH:6][N:5]2[N:8]=[C:9]([C:13]3[CH:18]=[CH:17][C:16]([O:19][CH3:20])=[CH:15][CH:14]=3)[C:10]([CH:11]([OH:12])[C:21]#[CH:22])=[C:4]2[CH:3]=1, predict the reactants needed to synthesize it. The reactants are: [Cl:1][C:2]1[CH:7]=[CH:6][N:5]2[N:8]=[C:9]([C:13]3[CH:18]=[CH:17][C:16]([O:19][CH3:20])=[CH:15][CH:14]=3)[C:10]([CH:11]=[O:12])=[C:4]2[CH:3]=1.[C:21]([Mg]Br)#[CH:22].C(=O)(O)[O-].[Na+]. (4) Given the product [CH3:32][CH:31]([CH3:33])[C@H:26]([N:21]1[CH2:20][C:19]2[C:23](=[CH:24][C:16]([C:13]3[CH:12]=[CH:11][C:10]([NH:9][C:1](=[O:8])[C:2]4[CH:3]=[CH:4][C:5]([CH2:36][CH2:35][CH3:40])=[CH:6][CH:7]=4)=[CH:15][CH:14]=3)=[CH:17][CH:18]=2)[C:22]1=[O:25])[C:27]([O:29][CH3:30])=[O:28], predict the reactants needed to synthesize it. The reactants are: [C:1]([NH:9][C:10]1[CH:15]=[CH:14][C:13]([C:16]2[CH:24]=[C:23]3[C:19]([CH2:20][N:21]([C@@H:26]([CH:31]([CH3:33])[CH3:32])[C:27]([O:29][CH3:30])=[O:28])[C:22]3=[O:25])=[CH:18][CH:17]=2)=[CH:12][CH:11]=1)(=[O:8])[C:2]1[CH:7]=[CH:6][CH:5]=[CH:4][CH:3]=1.N[C:35]1[CH:40]=CC(C2C=C3C(CN([C@@H](C(C)C)C(OC)=O)C3=O)=CC=2)=C[CH:36]=1.C(C1C=CC(C(Cl)=O)=CC=1)CC. (5) Given the product [N:14]1([C:17]([C:19]2[S:44][C:22]3=[CH:23][CH:24]=[C:25]4[C:30]([N:29]=[C:28]([NH:31][C:32]5[CH:37]=[CH:36][CH:35]=[C:34]([N:38]6[CH2:43][CH2:42][CH2:41][CH2:40][CH2:39]6)[CH:33]=5)[N:27]=[CH:26]4)=[C:21]3[CH:20]=2)=[O:18])[CH2:15][CH2:16][NH:11][CH2:12][CH2:13]1, predict the reactants needed to synthesize it. The reactants are: C(OC([N:11]1[CH2:16][CH2:15][N:14]([C:17]([C:19]2[S:44][C:22]3=[CH:23][CH:24]=[C:25]4[C:30]([N:29]=[C:28]([NH:31][C:32]5[CH:37]=[CH:36][CH:35]=[C:34]([N:38]6[CH2:43][CH2:42][CH2:41][CH2:40][CH2:39]6)[CH:33]=5)[N:27]=[CH:26]4)=[C:21]3[CH:20]=2)=[O:18])[CH2:13][CH2:12]1)=O)C1C=CC=CC=1.Br.CO. (6) Given the product [N+:30]([C:16]1[C:17]([NH:19][C@@H:20]2[CH2:21][CH2:22][C@H:23]([C:26]([O:28][CH3:29])=[O:27])[CH2:24][CH2:25]2)=[CH:18][C:13]([O:9][CH2:8][CH2:7][N:1]2[CH2:6][CH2:5][CH2:4][CH2:3][CH2:2]2)=[N:14][CH:15]=1)([O-:32])=[O:31], predict the reactants needed to synthesize it. The reactants are: [N:1]1([CH2:7][CH2:8][OH:9])[CH2:6][CH2:5][CH2:4][CH2:3][CH2:2]1.[H-].[Na+].Cl[C:13]1[CH:18]=[C:17]([NH:19][C@@H:20]2[CH2:25][CH2:24][C@H:23]([C:26]([O:28][CH3:29])=[O:27])[CH2:22][CH2:21]2)[C:16]([N+:30]([O-:32])=[O:31])=[CH:15][N:14]=1. (7) The reactants are: O.[NH2:2][NH2:3].C([O:6][C:7]([CH:9]1[CH2:14][CH2:13][N:12]([C:15]2[CH:20]=[CH:19][CH:18]=[CH:17][N:16]=2)[CH2:11][CH2:10]1)=O)C. Given the product [N:12]1([C:15]2[CH:20]=[CH:19][CH:18]=[CH:17][N:16]=2)[CH2:13][CH2:14][CH:9]([C:7]([NH:2][NH2:3])=[O:6])[CH2:10][CH2:11]1, predict the reactants needed to synthesize it.